From a dataset of Catalyst prediction with 721,799 reactions and 888 catalyst types from USPTO. Predict which catalyst facilitates the given reaction. (1) Reactant: [O:1]=[C:2]1[C:6]2([CH2:11][CH2:10][N:9](C(OCCCC)=O)[CH2:8][CH2:7]2)[CH2:5][CH2:4][NH:3]1.C(OCC)(=O)C.[ClH:25].C(OCC)(=O)C. Product: [ClH:25].[C:2]1(=[O:1])[C:6]2([CH2:11][CH2:10][NH:9][CH2:8][CH2:7]2)[CH2:5][CH2:4][NH:3]1. The catalyst class is: 8. (2) Reactant: [OH:1][C@H:2]([CH3:21])[C:3]([C:5]1[CH:10]=[CH:9][C:8]([O:11][CH2:12][C:13]2[CH:18]=[CH:17][C:16]([O:19][CH3:20])=[CH:15][CH:14]=2)=[CH:7][CH:6]=1)=[O:4].[CH3:22][S:23](Cl)(=[O:25])=[O:24].C(N(CC)CC)C.C(=O)([O-])O.[Na+]. Product: [CH3:22][S:23]([O:1][C@H:2]([CH3:21])[C:3]([C:5]1[CH:6]=[CH:7][C:8]([O:11][CH2:12][C:13]2[CH:14]=[CH:15][C:16]([O:19][CH3:20])=[CH:17][CH:18]=2)=[CH:9][CH:10]=1)=[O:4])(=[O:25])=[O:24]. The catalyst class is: 4. (3) Reactant: C[Si]([N-][Si](C)(C)C)(C)C.[Li+].C1(C)C=CC=CC=1.[OH:18][C@:19]1([C:47]([F:50])([F:49])[F:48])[CH2:35][C:24]2[N:25]([CH3:34])[N:26]=[C:27]([C:28]3[CH:33]=[CH:32][CH:31]=[CH:30][N:29]=3)[C:23]=2[C@@H:22]([C:36]2[CH:45]=[CH:44][C:39]([C:40]([O:42]C)=O)=[CH:38][C:37]=2[CH3:46])[CH2:21][CH2:20]1.[CH3:51][C:52]1[C:57]([NH2:58])=[CH:56][CH:55]=[CH:54][N:53]=1. Product: [OH:18][C@:19]1([C:47]([F:49])([F:48])[F:50])[CH2:35][C:24]2[N:25]([CH3:34])[N:26]=[C:27]([C:28]3[CH:33]=[CH:32][CH:31]=[CH:30][N:29]=3)[C:23]=2[C@@H:22]([C:36]2[CH:45]=[CH:44][C:39]([C:40]([NH:58][C:57]3[C:52]([CH3:51])=[N:53][CH:54]=[CH:55][CH:56]=3)=[O:42])=[CH:38][C:37]=2[CH3:46])[CH2:21][CH2:20]1. The catalyst class is: 1. (4) Reactant: FC(F)(F)C(O)=O.[I:8][C:9]1[N:10]=[CH:11][N:12]([CH2:14][CH2:15][C:16]([NH:19]C(=O)OC(C)(C)C)([CH3:18])[CH3:17])[CH:13]=1. Product: [I:8][C:9]1[N:10]=[CH:11][N:12]([CH2:14][CH2:15][C:16]([NH2:19])([CH3:17])[CH3:18])[CH:13]=1. The catalyst class is: 4. (5) Reactant: [N:1]1[CH:6]=[CH:5][CH:4]=[CH:3][C:2]=1[CH:7]=O.[N+](C1C=CC=CC=1)([O-])=O.[C:18]([C:20]1[CH:45]=[CH:44][CH:43]=[CH:42][C:21]=1[O:22][C:23]1[CH:24]=[C:25]([NH2:41])[C:26]([NH2:40])=[CH:27][C:28]=1[O:29][C:30]1[CH:31]=[N:32][C:33]([S:36]([CH3:39])(=[O:38])=[O:37])=[CH:34][CH:35]=1)#[N:19]. Product: [C:18]([C:20]1[CH:45]=[CH:44][CH:43]=[CH:42][C:21]=1[O:22][C:23]1[C:28]([O:29][C:30]2[CH:31]=[N:32][C:33]([S:36]([CH3:39])(=[O:37])=[O:38])=[CH:34][CH:35]=2)=[CH:27][C:26]2[NH:40][C:7]([C:2]3[CH:3]=[CH:4][CH:5]=[CH:6][N:1]=3)=[N:41][C:25]=2[CH:24]=1)#[N:19]. The catalyst class is: 5.